This data is from Reaction yield outcomes from USPTO patents with 853,638 reactions. The task is: Predict the reaction yield, written as a fraction of the theoretical maximum amount of product (1.0 means a 100% yield; for example, 0.34 means a 34% yield). The reactants are [CH:1]1([NH2:7])[CH2:6][CH2:5][CH2:4][CH2:3][CH2:2]1.C([O:10][C:11]([C:13]1[C:14](=[O:32])[N:15]([CH2:24][C:25]2[CH:30]=[CH:29][C:28]([F:31])=[CH:27][CH:26]=2)[C:16]2[C:21]([C:22]=1[OH:23])=[CH:20][CH:19]=[CH:18][CH:17]=2)=O)C. The catalyst is C1(C)C=CC=CC=1.O. The product is [CH:1]1([NH:7][C:11]([C:13]2[C:14](=[O:32])[N:15]([CH2:24][C:25]3[CH:26]=[CH:27][C:28]([F:31])=[CH:29][CH:30]=3)[C:16]3[C:21]([C:22]=2[OH:23])=[CH:20][CH:19]=[CH:18][CH:17]=3)=[O:10])[CH2:6][CH2:5][CH2:4][CH2:3][CH2:2]1. The yield is 0.870.